This data is from Catalyst prediction with 721,799 reactions and 888 catalyst types from USPTO. The task is: Predict which catalyst facilitates the given reaction. (1) Reactant: [NH2:1][C:2]1[CH:10]=[CH:9][C:8]([CH2:11][CH3:12])=[CH:7][C:3]=1[C:4]([OH:6])=[O:5].Cl[Si](C)(C)C.N1C=CC=CC=1.[C:24]1([S:30](Cl)(=[O:32])=[O:31])[CH:29]=[CH:28][CH:27]=[CH:26][CH:25]=1. Product: [CH2:11]([C:8]1[CH:9]=[CH:10][C:2]([NH:1][S:30]([C:24]2[CH:29]=[CH:28][CH:27]=[CH:26][CH:25]=2)(=[O:32])=[O:31])=[C:3]([CH:7]=1)[C:4]([OH:6])=[O:5])[CH3:12]. The catalyst class is: 4. (2) Reactant: [CH3:1]CCCCC.[H-].[Na+:8].[CH3:9][O:10][C:11]1[CH:12]=[C:13]([C:17]([CH3:21])([CH3:20])[CH:18]=O)[CH:14]=[CH:15][CH:16]=1.[CH3:22][S:23]([CH3:25])=[O:24]. Product: [CH3:22][S:23]([CH2-:25])=[O:24].[Na+:8].[CH3:20][C:17]([C:13]1[CH:14]=[CH:15][CH:16]=[C:11]([O:10][CH3:9])[CH:12]=1)([CH3:21])[CH:18]=[CH2:1]. The catalyst class is: 629. (3) Reactant: [OH:1][C:2]1[CH:3]=[CH:4][C:5]2[O:9][CH:8]=[C:7]([C:10]([C:12]3[CH:17]=[CH:16][C:15]([O:18][CH3:19])=[CH:14][CH:13]=3)=[O:11])[C:6]=2[CH:20]=1.CC(OI1(OC(C)=O)(OC(C)=O)OC(=O)C2C=CC=CC1=2)=[O:23].C(Cl)(Cl)Cl.CO. Product: [CH3:19][O:18][C:15]1[CH:16]=[CH:17][C:12]([C:10]([C:7]2[C:6]3[C:20](=[O:23])[C:2](=[O:1])[CH:3]=[CH:4][C:5]=3[O:9][CH:8]=2)=[O:11])=[CH:13][CH:14]=1. The catalyst class is: 16. (4) Reactant: C[N+]1([O-])CC[O:5]CC1.[Cl:9][C:10]1[CH:11]=[N:12][C:13]2[NH:14][C:15]3[CH:16]=[CH:17][CH:18]=[C:19]([CH:31]=3)C=CC3[CH:30]=[C:26]([NH:27][C:28]=1[N:29]=2)[CH:25]=[CH:24][CH:23]=3.[CH3:32][C:33]([CH3:35])=[O:34]. Product: [Cl:9][C:10]1[CH:11]=[N:12][C:13]2[NH:14][C:15]3[CH:16]=[CH:17][CH:18]=[C:19]([CH:31]=3)[C@H:32]([OH:5])[C@H:33]([OH:34])[C:35]3[CH:30]=[C:26]([NH:27][C:28]=1[N:29]=2)[CH:25]=[CH:24][CH:23]=3. The catalyst class is: 20. (5) Reactant: [C:1]([C:3]1[C:11]2[C:6](=[CH:7][C:8]([CH2:13][CH3:14])=[C:9]([F:12])[CH:10]=2)[NH:5][C:4]=1[C:15]1[N:20]=[CH:19][C:18]([S:21]([NH:24][C@@H:25]([CH3:30])[C:26]([F:29])([F:28])[F:27])(=[O:23])=[O:22])=[CH:17][CH:16]=1)#[N:2].Br[C:32]1[N:37]=[CH:36][CH:35]=[CH:34][N:33]=1.C(=O)([O-])[O-].[K+].[K+]. Product: [C:1]([C:3]1[C:11]2[C:6](=[CH:7][C:8]([CH2:13][CH3:14])=[C:9]([F:12])[CH:10]=2)[N:5]([C:32]2[N:37]=[CH:36][CH:35]=[CH:34][N:33]=2)[C:4]=1[C:15]1[N:20]=[CH:19][C:18]([S:21]([NH:24][C@@H:25]([CH3:30])[C:26]([F:29])([F:27])[F:28])(=[O:22])=[O:23])=[CH:17][CH:16]=1)#[N:2]. The catalyst class is: 471. (6) Reactant: [H-].[H-].[H-].[H-].[Li+].[Al+3].[CH3:7][CH:8]1[CH2:19][C:18]2[C:10](=[CH:11][C:12]3[CH2:13][CH2:14][CH2:15][C:16]=3[CH:17]=2)[C:9]1=O.Cl. Product: [CH3:7][C:8]1[CH2:19][C:18]2[CH:17]=[C:16]3[C:12](=[CH:11][C:10]=2[CH:9]=1)[CH2:13][CH2:14][CH2:15]3. The catalyst class is: 28. (7) Reactant: I[C:2]1[S:3][CH:4]=[C:5]([CH3:7])[N:6]=1.[NH:8]1[CH2:13][CH2:12][NH:11][CH2:10][CH2:9]1.C(N(CC)CC)C. Product: [CH3:7][C:5]1[N:6]=[C:2]([N:8]2[CH2:13][CH2:12][NH:11][CH2:10][CH2:9]2)[S:3][CH:4]=1. The catalyst class is: 7. (8) Reactant: [S:1]1[C:5]([C:6]2[CH:7]=[CH:8][C:9]([O:14][CH3:15])=[C:10]([CH:13]=2)C=O)=[CH:4][C:3]2[CH:16]=[CH:17][CH:18]=[CH:19][C:2]1=2.C[C:21]([CH3:24])([O-:23])[CH3:22].[K+].[CH3:26][O:27][C:28](=[O:59])[C:29]1[CH:34]=[CH:33]C(C(P(OC2C=CC=CC=2)(OC2C=CC=CC=2)=O)NC2C=CC=CC=2)=[CH:31][CH:30]=1.Cl. Product: [CH3:26][O:27][C:28](=[O:59])[C:29]1[CH:34]=[CH:33][C:22]([C:21](=[O:23])[CH2:24][C:10]2[CH:13]=[C:6]([C:5]3[S:1][C:2]4[CH:19]=[CH:18][CH:17]=[CH:16][C:3]=4[CH:4]=3)[CH:7]=[CH:8][C:9]=2[O:14][CH3:15])=[CH:31][CH:30]=1. The catalyst class is: 90. (9) Reactant: [NH2:1][CH2:2][CH:3]([C:5]1[CH:10]=[CH:9][CH:8]=[CH:7][CH:6]=1)[OH:4].[CH2:11]=O. Product: [C:5]1([CH:3]2[O:4][CH2:11][NH:1][CH2:2]2)[CH:10]=[CH:9][CH:8]=[CH:7][CH:6]=1. The catalyst class is: 1. (10) Reactant: C(NC(C)C)(C)C.[Li]CCCC.[SH:13][C:14]1[S:15][CH:16]=[CH:17][N:18]=1.[F:19][C:20]([F:26])([F:25])[C:21](=[O:24])[CH2:22][CH3:23]. Product: [F:19][C:20]([F:26])([F:25])[C:21]([C:16]1[S:15][C:14]([SH:13])=[N:18][CH:17]=1)([OH:24])[CH2:22][CH3:23]. The catalyst class is: 1.